Dataset: Forward reaction prediction with 1.9M reactions from USPTO patents (1976-2016). Task: Predict the product of the given reaction. (1) Given the reactants Cl.Cl[CH2:3][C:4]1[C:9]([F:10])=[CH:8][CH:7]=[CH:6][N:5]=1.BrCC1CCCCO1.[NH:19]1[C:27]2[C:22](=[CH:23][CH:24]=[CH:25][CH:26]=2)[C:21]2([C:39]3[C:30](=[CH:31][C:32]4[O:37][CH2:36][CH2:35][O:34][C:33]=4[CH:38]=3)[O:29][CH2:28]2)[C:20]1=[O:40], predict the reaction product. The product is: [F:10][C:9]1[C:4]([CH2:3][N:19]2[C:27]3[C:22](=[CH:23][CH:24]=[CH:25][CH:26]=3)[C:21]3([C:39]4[C:30](=[CH:31][C:32]5[O:37][CH2:36][CH2:35][O:34][C:33]=5[CH:38]=4)[O:29][CH2:28]3)[C:20]2=[O:40])=[N:5][CH:6]=[CH:7][CH:8]=1. (2) Given the reactants C(OC([N:8]1[CH2:26][CH2:25][C@@H:11]2[N:12]([CH3:24])[C:13]3[C:14]([C:20]([F:23])([F:22])[F:21])=[CH:15][C:16]([OH:19])=[CH:17][C:18]=3[C@@H:10]2[CH2:9]1)=O)(C)(C)C.Br[CH2:28][C:29]1[CH:34]=[CH:33][CH:32]=[CH:31][N:30]=1.C([O-])([O-])=O.[K+].[K+], predict the reaction product. The product is: [CH3:24][N:12]1[C:13]2[C:14]([C:20]([F:21])([F:23])[F:22])=[CH:15][C:16]([O:19][CH2:28][C:29]3[CH:34]=[CH:33][CH:32]=[CH:31][N:30]=3)=[CH:17][C:18]=2[C@@H:10]2[CH2:9][NH:8][CH2:26][CH2:25][C@H:11]12. (3) Given the reactants [CH3:1][NH:2][CH2:3][CH2:4][CH2:5][O:6][C:7]1[CH:12]=[CH:11][C:10]([CH:13]2[CH2:18][CH2:17][N:16]([C:19]([O:21][C:22]([CH3:25])([CH3:24])[CH3:23])=[O:20])[CH2:15][CH:14]2[O:26][CH2:27][C:28]2[CH:37]=[CH:36][C:35]3[C:30](=[CH:31][CH:32]=[CH:33][CH:34]=3)[CH:29]=2)=[CH:9][CH:8]=1.[CH2:38](Br)[C:39]1[CH:44]=[CH:43][CH:42]=[CH:41][CH:40]=1, predict the reaction product. The product is: [CH2:38]([N:2]([CH3:1])[CH2:3][CH2:4][CH2:5][O:6][C:7]1[CH:12]=[CH:11][C:10]([CH:13]2[CH2:18][CH2:17][N:16]([C:19]([O:21][C:22]([CH3:23])([CH3:24])[CH3:25])=[O:20])[CH2:15][CH:14]2[O:26][CH2:27][C:28]2[CH:37]=[CH:36][C:35]3[C:30](=[CH:31][CH:32]=[CH:33][CH:34]=3)[CH:29]=2)=[CH:9][CH:8]=1)[C:39]1[CH:44]=[CH:43][CH:42]=[CH:41][CH:40]=1. (4) Given the reactants [H-].[Na+].[CH3:3][O:4][C:5]([CH2:7]P(OC)(OC)=O)=[O:6].[C:14]([O:18][C:19]([N:21]1[CH2:26][CH2:25][C:24](=O)[CH2:23][CH2:22]1)=[O:20])([CH3:17])([CH3:16])[CH3:15], predict the reaction product. The product is: [CH3:3][O:4][C:5](=[O:6])[CH2:7][CH:24]1[CH2:25][CH2:26][N:21]([C:19]([O:18][C:14]([CH3:17])([CH3:16])[CH3:15])=[O:20])[CH2:22][CH2:23]1. (5) Given the reactants [N+:1]([C:4]1[CH:9]=[CH:8][C:7]([CH2:10][C:11]#[N:12])=[CH:6][CH:5]=1)([O-:3])=[O:2].[NH2:13][OH:14].Cl.C([O-])(O)=O.[Na+].CO, predict the reaction product. The product is: [OH:14][NH:13][C:11](=[NH:12])[CH2:10][C:7]1[CH:6]=[CH:5][C:4]([N+:1]([O-:3])=[O:2])=[CH:9][CH:8]=1. (6) Given the reactants [C:1]([NH:4][NH:5][C:6](=O)[C:7]1[CH:12]=[CH:11][C:10]([C@@H:13]([N:15]2[CH2:20][CH2:19][C@:18]([CH2:28][CH:29]=[CH2:30])([C:21]3[CH:26]=[CH:25][C:24]([F:27])=[CH:23][CH:22]=3)[O:17][C:16]2=[O:31])[CH3:14])=[CH:9][CH:8]=1)(=O)[CH3:2].P12(SP3(SP(SP(S3)(S1)=S)(=S)S2)=S)=[S:34], predict the reaction product. The product is: [CH2:28]([C@@:18]1([C:21]2[CH:26]=[CH:25][C:24]([F:27])=[CH:23][CH:22]=2)[O:17][C:16](=[O:31])[N:15]([C@H:13]([C:10]2[CH:11]=[CH:12][C:7]([C:6]3[S:34][C:1]([CH3:2])=[N:4][N:5]=3)=[CH:8][CH:9]=2)[CH3:14])[CH2:20][CH2:19]1)[CH:29]=[CH2:30]. (7) Given the reactants [Cl:1][C:2]1[CH:10]=[C:9]([C:11]([F:14])([F:13])[F:12])[C:5]([C:6](O)=[O:7])=[CH:4][N:3]=1.O=S(Cl)Cl.CCOC(C)=O.[NH4+:25].[OH-], predict the reaction product. The product is: [Cl:1][C:2]1[CH:10]=[C:9]([C:11]([F:14])([F:13])[F:12])[C:5]([C:6]([NH2:25])=[O:7])=[CH:4][N:3]=1. (8) Given the reactants [Cl:1][C:2]1[N:7]2[N:8]=[C:9]([C:15]3[CH:20]=[CH:19][CH:18]=[C:17]([CH3:21])[CH:16]=3)[C:10]([CH:11]([OH:14])[C:12]#[CH:13])=[C:6]2[CH:5]=[CH:4][CH:3]=1, predict the reaction product. The product is: [Cl:1][C:2]1[N:7]2[N:8]=[C:9]([C:15]3[CH:20]=[CH:19][CH:18]=[C:17]([CH3:21])[CH:16]=3)[C:10]([C:11](=[O:14])[C:12]#[CH:13])=[C:6]2[CH:5]=[CH:4][CH:3]=1.